From a dataset of Peptide-MHC class II binding affinity with 134,281 pairs from IEDB. Regression. Given a peptide amino acid sequence and an MHC pseudo amino acid sequence, predict their binding affinity value. This is MHC class II binding data. (1) The peptide sequence is CILAWILVRIINVRS. The MHC is DRB1_0401 with pseudo-sequence DRB1_0401. The binding affinity (normalized) is 0. (2) The peptide sequence is DTVLEKNVTVHSVNLLENSH. The MHC is DRB1_1501 with pseudo-sequence DRB1_1501. The binding affinity (normalized) is 0.0454. (3) The peptide sequence is EKKYKAATQFEPLAA. The MHC is HLA-DPA10301-DPB10402 with pseudo-sequence HLA-DPA10301-DPB10402. The binding affinity (normalized) is 0.591. (4) The peptide sequence is KGGRKPARLIVYPDLGSRVC. The MHC is DRB1_0101 with pseudo-sequence DRB1_0101. The binding affinity (normalized) is 0.326. (5) The peptide sequence is EDNFFLFGAKADQVA. The MHC is HLA-DPA10103-DPB10401 with pseudo-sequence HLA-DPA10103-DPB10401. The binding affinity (normalized) is 0.0732. (6) The peptide sequence is PRARYGLVHVANNNY. The MHC is DRB4_0101 with pseudo-sequence DRB4_0103. The binding affinity (normalized) is 0.197. (7) The peptide sequence is AALDAQAVELTARLN. The MHC is DRB1_0101 with pseudo-sequence DRB1_0101. The binding affinity (normalized) is 0.567. (8) The peptide sequence is GVKGFTLGRDGHEKP. The MHC is DRB1_0404 with pseudo-sequence DRB1_0404. The binding affinity (normalized) is 0.216.